From a dataset of Catalyst prediction with 721,799 reactions and 888 catalyst types from USPTO. Predict which catalyst facilitates the given reaction. (1) Reactant: [Cl:1][CH2:2][CH2:3][C:4]1[C:9](=[O:10])[N:8]2[CH:11]=[CH:12][CH:13]=[C:14]([O:15]CC3C=CC=CC=3)[C:7]2=[N:6][C:5]=1[CH3:23].ClCCC1C(=O)N2C=CC=C(O)C2=NC=1C. Product: [Cl:1][CH2:2][CH2:3][C:4]1[C:9](=[O:10])[N:8]2[CH2:11][CH2:12][CH2:13][CH:14]([OH:15])[C:7]2=[N:6][C:5]=1[CH3:23]. The catalyst class is: 43. (2) Reactant: [OH:1][C:2]1[CH:3]=[C:4]([CH:9]=[CH:10][C:11]=1[N+:12]([O-:14])=[O:13])[C:5]([O:7][CH3:8])=[O:6].C(N(CC)CC)C.[F:22][C:23]([F:36])([F:35])[S:24](O[S:24]([C:23]([F:36])([F:35])[F:22])(=[O:26])=[O:25])(=[O:26])=[O:25]. Product: [N+:12]([C:11]1[CH:10]=[CH:9][C:4]([C:5]([O:7][CH3:8])=[O:6])=[CH:3][C:2]=1[O:1][S:24]([C:23]([F:36])([F:35])[F:22])(=[O:26])=[O:25])([O-:14])=[O:13]. The catalyst class is: 2. (3) Reactant: [Cl:1][C:2]1[CH:3]=[C:4]([C:8]2[N:13]=[C:12]3[CH2:14][CH2:15][CH2:16][C:11]3=[C:10]([NH:17][C:18]3[CH:19]=[C:20]([CH2:24][C:25](OC)=[O:26])[CH:21]=[CH:22][CH:23]=3)[CH:9]=2)[CH:5]=[CH:6][CH:7]=1.[NH3:29]. Product: [ClH:1].[Cl:1][C:2]1[CH:3]=[C:4]([C:8]2[N:13]=[C:12]3[CH2:14][CH2:15][CH2:16][C:11]3=[C:10]([NH:17][C:18]3[CH:19]=[C:20]([CH2:24][C:25]([NH2:29])=[O:26])[CH:21]=[CH:22][CH:23]=3)[CH:9]=2)[CH:5]=[CH:6][CH:7]=1. The catalyst class is: 5. (4) Reactant: C([N:8]1[CH2:14][CH2:13][C:12]2[N:15]=[CH:16][N:17]([C:18]3[CH:23]=[CH:22][CH:21]=[CH:20][CH:19]=3)[C:11]=2[CH2:10][CH2:9]1)C1C=CC=CC=1. Product: [C:18]1([N:17]2[C:11]3[CH2:10][CH2:9][NH:8][CH2:14][CH2:13][C:12]=3[N:15]=[CH:16]2)[CH:19]=[CH:20][CH:21]=[CH:22][CH:23]=1. The catalyst class is: 293. (5) Reactant: CN.[CH2:3]([N:5](CC)CC)C.Cl.[F:11][C:12]([F:46])([F:45])[C:13]1[CH:18]=[C:17]([C:19]2[CH:24]=[CH:23][C:22]([C:25]([F:28])([F:27])[F:26])=[CH:21][CH:20]=2)[N:16]=[C:15]([C:29]2[CH:34]=[CH:33][N:32]=[C:31]([C:35]3[CH:36]=[C:37]([S:41](Cl)(=[O:43])=[O:42])[CH:38]=[CH:39][CH:40]=3)[CH:30]=2)[N:14]=1. Product: [CH3:3][NH:5][S:41]([C:37]1[CH:38]=[CH:39][CH:40]=[C:35]([C:31]2[CH:30]=[C:29]([C:15]3[N:14]=[C:13]([C:12]([F:46])([F:45])[F:11])[CH:18]=[C:17]([C:19]4[CH:24]=[CH:23][C:22]([C:25]([F:28])([F:27])[F:26])=[CH:21][CH:20]=4)[N:16]=3)[CH:34]=[CH:33][N:32]=2)[CH:36]=1)(=[O:43])=[O:42]. The catalyst class is: 1. (6) Reactant: [C:1]1([S:15](Cl)(=[O:17])=[O:16])[C:10]2[C:5](=[CH:6][CH:7]=[CH:8][CH:9]=2)[CH:4]=[C:3]([S:11](Cl)(=[O:13])=[O:12])[CH:2]=1.[Br:19][C:20]1[CH:21]=[C:22]([CH:24]=[CH:25][CH:26]=1)[NH2:23]. Product: [Br:19][C:20]1[CH:21]=[C:22]([NH:23][S:15]([C:1]2[C:10]3[C:5](=[CH:6][CH:7]=[CH:8][CH:9]=3)[CH:4]=[C:3]([S:11]([NH:23][C:22]3[CH:24]=[CH:25][CH:26]=[C:20]([Br:19])[CH:21]=3)(=[O:13])=[O:12])[CH:2]=2)(=[O:17])=[O:16])[CH:24]=[CH:25][CH:26]=1. The catalyst class is: 23. (7) Reactant: [Cl:1][CH2:2][CH2:3][CH2:4][C:5]([C:7]1[CH:12]=[CH:11][C:10]([CH:13]([CH3:15])[CH3:14])=[CH:9][CH:8]=1)=[O:6].[Br:16]N1C(=O)CCC1=O. Product: [Br:16][C:13]([C:10]1[CH:9]=[CH:8][C:7]([C:5](=[O:6])[CH2:4][CH2:3][CH2:2][Cl:1])=[CH:12][CH:11]=1)([CH3:15])[CH3:14]. The catalyst class is: 855. (8) Reactant: [NH2:1][C@@H:2]([CH2:28][OH:29])[C:3]([NH:5][C@@H:6]([CH2:11][C:12]1[CH:17]=[CH:16][C:15]([O:18][CH3:19])=[C:14]([O:20][CH2:21][C:22]2[CH:27]=[CH:26][CH:25]=[CH:24][CH:23]=2)[CH:13]=1)[C:7]([O:9][CH3:10])=[O:8])=[O:4].[O:30]1[CH2:35][CH2:34][N:33]([CH2:36][C:37](O)=[O:38])[CH2:32][CH2:31]1.CN(C(ON1N=NC2C=CC=NC1=2)=[N+](C)C)C.F[P-](F)(F)(F)(F)F.CCN(C(C)C)C(C)C. Product: [CH2:21]([O:20][C:14]1[CH:13]=[C:12]([CH2:11][C@H:6]([NH:5][C:3](=[O:4])[C@@H:2]([NH:1][C:37](=[O:38])[CH2:36][N:33]2[CH2:34][CH2:35][O:30][CH2:31][CH2:32]2)[CH2:28][OH:29])[C:7]([O:9][CH3:10])=[O:8])[CH:17]=[CH:16][C:15]=1[O:18][CH3:19])[C:22]1[CH:23]=[CH:24][CH:25]=[CH:26][CH:27]=1. The catalyst class is: 303.